This data is from Full USPTO retrosynthesis dataset with 1.9M reactions from patents (1976-2016). The task is: Predict the reactants needed to synthesize the given product. (1) Given the product [Br:1][C:2]1[CH:7]=[CH:6][C:5]([C:8]2[CH:13]=[CH:12][C:11]([C:14](=[N:23][OH:24])[CH2:15][CH2:16][C:17]([OH:19])=[O:18])=[CH:10][CH:9]=2)=[C:4]([F:21])[CH:3]=1, predict the reactants needed to synthesize it. The reactants are: [Br:1][C:2]1[CH:7]=[CH:6][C:5]([C:8]2[CH:13]=[CH:12][C:11]([C:14](=O)[CH2:15][CH2:16][C:17]([OH:19])=[O:18])=[CH:10][CH:9]=2)=[C:4]([F:21])[CH:3]=1.Cl.[NH2:23][OH:24]. (2) Given the product [F:32][C:2]([F:1])([F:31])[O:3][C:4]1[CH:5]=[CH:6][C:7]([NH:10][C:11]([C@@H:13]2[CH2:18][CH2:17][N:16]([S:19]([C:22]3[CH:23]=[CH:24][C:25]([CH3:28])=[CH:26][CH:27]=3)(=[O:21])=[O:20])[C@@H:15]([CH2:29][OH:30])[CH2:14]2)=[O:12])=[CH:8][CH:9]=1.[C:33]1([CH3:65])[CH:34]=[CH:35][C:36]([S:39]([N:42]2[CH2:47][CH2:46][C@@H:45]([C:48](=[O:61])[NH:49][C:50]3[CH:55]=[CH:54][C:53]([O:56][C:57]([F:60])([F:59])[F:58])=[CH:52][CH:51]=3)[CH2:44][C@@H:43]2[C:62]([OH:64])=[O:63])(=[O:41])=[O:40])=[CH:37][CH:38]=1, predict the reactants needed to synthesize it. The reactants are: [F:1][C:2]([F:32])([F:31])[O:3][C:4]1[CH:9]=[CH:8][C:7]([NH:10][C:11]([C@H:13]2[CH2:18][CH2:17][N:16]([S:19]([C:22]3[CH:27]=[CH:26][C:25]([CH3:28])=[CH:24][CH:23]=3)(=[O:21])=[O:20])[C@H:15]([CH2:29][OH:30])[CH2:14]2)=[O:12])=[CH:6][CH:5]=1.[C:33]1([CH3:65])[CH:38]=[CH:37][C:36]([S:39]([N:42]2[CH2:47][CH2:46][C@H:45]([C:48](=[O:61])[NH:49][C:50]3[CH:55]=[CH:54][C:53]([O:56][C:57]([F:60])([F:59])[F:58])=[CH:52][CH:51]=3)[CH2:44][C@H:43]2[C:62]([OH:64])=[O:63])(=[O:41])=[O:40])=[CH:35][CH:34]=1.B.C1COCC1. (3) Given the product [Cl:5][C:6]1[CH:7]=[C:8]([C:12]2[C:21]3[C:16](=[CH:17][CH:18]=[C:19]([C:22]([O:37][CH2:45][CH3:46])([C:31]4[N:35]([CH3:36])[CH:34]=[N:33][CH:32]=4)[C:23]4[CH:30]=[CH:29][C:26]([CH:27]=[N:2][OH:3])=[CH:25][CH:24]=4)[CH:20]=3)[NH:15][C:14](=[O:38])[CH:13]=2)[CH:9]=[CH:10][CH:11]=1, predict the reactants needed to synthesize it. The reactants are: Cl.[NH2:2][OH:3].Cl.[Cl:5][C:6]1[CH:7]=[C:8]([C:12]2[C:21]3[C:16](=[CH:17][CH:18]=[C:19]([C:22]([OH:37])([C:31]4[N:35]([CH3:36])[CH:34]=[N:33][CH:32]=4)[C:23]4[CH:30]=[CH:29][C:26]([CH:27]=O)=[CH:25][CH:24]=4)[CH:20]=3)[NH:15][C:14](=[O:38])[CH:13]=2)[CH:9]=[CH:10][CH:11]=1.C([O-])([O-])=O.[K+].[K+].[CH2:45](O)[CH3:46]. (4) The reactants are: [Br:1][C:2]1[C:3](F)=[C:4]2[C:10]([NH:11][C:12](=[O:23])[C:13]3[CH:18]=[CH:17][C:16]([C:19]([F:22])([F:21])[F:20])=[CH:15][N:14]=3)=[CH:9][NH:8][C:5]2=[N:6][CH:7]=1.[NH:25]1[CH2:30][CH2:29][CH2:28][C@@H:27]([NH:31]C(=O)OC(C)(C)C)[CH2:26]1.CCN(C(C)C)C(C)C.C(O)(C(F)(F)F)=O. Given the product [NH2:31][C@@H:27]1[CH2:28][CH2:29][CH2:30][N:25]([C:3]2[C:2]([Br:1])=[CH:7][N:6]=[C:5]3[NH:8][CH:9]=[C:10]([NH:11][C:12](=[O:23])[C:13]4[CH:18]=[CH:17][C:16]([C:19]([F:22])([F:21])[F:20])=[CH:15][N:14]=4)[C:4]=23)[CH2:26]1, predict the reactants needed to synthesize it. (5) Given the product [C:1]([O:9][CH2:10][CH2:11][CH2:12][CH2:13][C:14]1[S:20][C:18]([NH2:19])=[N:16][N:15]=1)(=[O:8])[C:2]1[CH:7]=[CH:6][CH:5]=[CH:4][CH:3]=1, predict the reactants needed to synthesize it. The reactants are: [C:1]([O:9][CH2:10][CH2:11][CH2:12][CH2:13][C:14]#[N:15])(=[O:8])[C:2]1[CH:7]=[CH:6][CH:5]=[CH:4][CH:3]=1.[NH:16]([C:18](=[S:20])[NH2:19])N. (6) Given the product [F:1][C:2]1[CH:7]=[C:6]([O:8][CH2:9][CH:10]2[CH2:15][CH2:14][N:13]([CH2:16][C:17]3([C:21]([F:23])([F:24])[F:22])[CH2:18][CH2:19][CH2:20]3)[CH2:12][CH2:11]2)[CH:5]=[CH:4][C:3]=1[C:25]1[CH:30]=[CH:29][C:28]([C:31]([OH:33])=[O:32])=[C:27]([F:36])[CH:26]=1, predict the reactants needed to synthesize it. The reactants are: [F:1][C:2]1[CH:7]=[C:6]([O:8][CH2:9][CH:10]2[CH2:15][CH2:14][N:13]([CH2:16][C:17]3([C:21]([F:24])([F:23])[F:22])[CH2:20][CH2:19][CH2:18]3)[CH2:12][CH2:11]2)[CH:5]=[CH:4][C:3]=1[C:25]1[CH:30]=[CH:29][C:28]([C:31]([O:33]CC)=[O:32])=[C:27]([F:36])[CH:26]=1.O[Li].O. (7) Given the product [Br:3][C:4]1[CH:5]=[CH:6][C:7]([N:12]2[CH2:17][CH2:16][CH2:15][CH2:14][CH:13]2[CH2:18][CH3:19])=[C:8]([CH2:10][O:11][CH3:20])[CH:9]=1, predict the reactants needed to synthesize it. The reactants are: [H-].[Na+].[Br:3][C:4]1[CH:5]=[CH:6][C:7]([N:12]2[CH2:17][CH2:16][CH2:15][CH2:14][CH:13]2[CH2:18][CH3:19])=[C:8]([CH2:10][OH:11])[CH:9]=1.[CH3:20]I. (8) Given the product [CH:33]1([C:36]([N:11]2[CH2:12][CH2:13][C:14]3[N:6]([CH2:5][C:4]4[CH:23]=[CH:24][C:25]([F:27])=[CH:26][C:3]=4[F:2])[N:7]=[C:8]([C:15]4[CH:16]=[C:17]([CH:20]=[CH:21][CH:22]=4)[C:18]#[N:19])[C:9]=3[CH2:10]2)=[O:37])[CH2:35][CH2:34]1, predict the reactants needed to synthesize it. The reactants are: Cl.[F:2][C:3]1[CH:26]=[C:25]([F:27])[CH:24]=[CH:23][C:4]=1[CH2:5][N:6]1[C:14]2[CH2:13][CH2:12][NH:11][CH2:10][C:9]=2[C:8]([C:15]2[CH:16]=[C:17]([CH:20]=[CH:21][CH:22]=2)[C:18]#[N:19])=[N:7]1.C([O-])(O)=O.[Na+].[CH:33]1([C:36](Cl)=[O:37])[CH2:35][CH2:34]1. (9) Given the product [Zn:21].[CH3:1][CH2:2][CH2:3][CH2:4][CH2:5][N:6]([CH2:8][CH2:9][C:10]([P:16]([OH:19])([OH:18])=[O:17])([P:12]([OH:15])([OH:14])=[O:13])[OH:11])[CH3:7], predict the reactants needed to synthesize it. The reactants are: [CH3:1][CH2:2][CH2:3][CH2:4][CH2:5][N:6]([CH2:8][CH2:9][C:10]([P:16]([OH:19])([OH:18])=[O:17])([P:12]([OH:15])([OH:14])=[O:13])[OH:11])[CH3:7].[Cl-].[Zn+2:21].[Cl-]. (10) Given the product [N+:8]([C:6]1[CH:5]=[C:4]([NH:11][C:12](=[O:14])[CH3:13])[CH:3]=[C:2]([N:15]2[CH:19]=[CH:18][CH:17]=[N:16]2)[CH:7]=1)([O-:10])=[O:9], predict the reactants needed to synthesize it. The reactants are: Br[C:2]1[CH:3]=[C:4]([NH:11][C:12](=[O:14])[CH3:13])[CH:5]=[C:6]([N+:8]([O-:10])=[O:9])[CH:7]=1.[NH:15]1[CH:19]=[CH:18][CH:17]=[N:16]1.C(=O)([O-])[O-].[Cs+].[Cs+].